Dataset: Full USPTO retrosynthesis dataset with 1.9M reactions from patents (1976-2016). Task: Predict the reactants needed to synthesize the given product. (1) Given the product [Cl:1][C:2]1[CH:3]=[CH:4][C:5]([S:8]([N:11]([CH2:20][C:21]2[CH:33]=[CH:32][C:24]([C:25]([NH:27][CH2:28][CH:29]3[CH2:30][CH2:31]3)=[O:26])=[CH:23][CH:22]=2)[CH2:12][C:13]2[CH:18]=[CH:17][CH:16]=[CH:15][N:14]=2)(=[O:10])=[O:9])=[CH:6][CH:7]=1, predict the reactants needed to synthesize it. The reactants are: [Cl:1][C:2]1[CH:7]=[CH:6][C:5]([S:8]([NH:11][CH2:12][C:13]2[CH:18]=[CH:17][CH:16]=[CH:15][N:14]=2)(=[O:10])=[O:9])=[CH:4][CH:3]=1.Br[CH2:20][C:21]1[CH:33]=[CH:32][C:24]([C:25]([NH:27][CH2:28][CH:29]2[CH2:31][CH2:30]2)=[O:26])=[CH:23][CH:22]=1.C(=O)([O-])[O-].[K+].[K+]. (2) Given the product [C:10]([C:6]1[CH:5]=[C:4]2[C:9](=[CH:8][CH:7]=1)[N:1]([CH2:19][CH2:20][C:21]([O:23][CH2:24][CH3:25])=[O:22])[N:2]=[CH:3]2)#[N:11], predict the reactants needed to synthesize it. The reactants are: [NH:1]1[C:9]2[C:4](=[CH:5][C:6]([C:10]#[N:11])=[CH:7][CH:8]=2)[CH:3]=[N:2]1.C(=O)([O-])[O-].[Cs+].[Cs+].Br[CH2:19][CH2:20][C:21]([O:23][CH2:24][CH3:25])=[O:22].